Dataset: Reaction yield outcomes from USPTO patents with 853,638 reactions. Task: Predict the reaction yield, written as a fraction of the theoretical maximum amount of product (1.0 means a 100% yield; for example, 0.34 means a 34% yield). (1) The reactants are Cl[C:2]1[N:7]=[C:6]([NH:8][C:9]2[CH:10]=[N:11][C:12]([O:15][CH3:16])=[CH:13][CH:14]=2)[C:5]([I:17])=[CH:4][N:3]=1.[NH:18]1[CH2:23][CH2:22][CH2:21][CH2:20][CH2:19]1.C(O)C. The catalyst is O. The yield is 0.920. The product is [I:17][C:5]1[C:6]([NH:8][C:9]2[CH:10]=[N:11][C:12]([O:15][CH3:16])=[CH:13][CH:14]=2)=[N:7][C:2]([N:18]2[CH2:23][CH2:22][CH2:21][CH2:20][CH2:19]2)=[N:3][CH:4]=1. (2) The catalyst is [Cl-].[Zn+2].[Cl-].C1(=O)CCCCC1. The product is [Cl:10][C:8]1[CH:9]=[C:2]2[C:3](=[CH:6][CH:7]=1)[C:4]([NH2:5])=[C:3]1[C:2]([CH2:9][CH2:8][CH2:7][CH2:6]1)=[N:1]2. The reactants are [NH2:1][C:2]1[CH:9]=[C:8]([Cl:10])[CH:7]=[CH:6][C:3]=1[C:4]#[N:5]. The yield is 0.480. (3) The reactants are [Br:1][C:2]1[C:3]([NH:23][S:24]([CH3:27])(=[O:26])=[O:25])=[CH:4][C:5]2[O:9][C:8]([C:10]3[CH:15]=[CH:14][C:13]([F:16])=[CH:12][CH:11]=3)=[C:7]([C:17]([O:19]CC)=[O:18])[C:6]=2[CH:22]=1.O[Li].O. The catalyst is O1CCOCC1.O. The product is [Br:1][C:2]1[C:3]([NH:23][S:24]([CH3:27])(=[O:25])=[O:26])=[CH:4][C:5]2[O:9][C:8]([C:10]3[CH:15]=[CH:14][C:13]([F:16])=[CH:12][CH:11]=3)=[C:7]([C:17]([OH:19])=[O:18])[C:6]=2[CH:22]=1. The yield is 0.960. (4) The reactants are [CH3:1][O:2][C:3](=[O:28])[CH2:4][O:5][CH2:6]/[CH:7]=[CH:8]\[CH2:9][N:10]1[C@@H:15](/[CH:16]=[CH:17]/[C:18](=[O:26])[CH2:19][C:20]2[CH:25]=[CH:24][CH:23]=[CH:22][CH:21]=2)[CH2:14][CH2:13][CH2:12][C:11]1=[O:27].[H][H]. The catalyst is [Pd].CO. The product is [CH3:1][O:2][C:3](=[O:28])[CH2:4][O:5][CH2:6][CH2:7][CH2:8][CH2:9][N:10]1[C@@H:15]([CH2:16][CH2:17][C:18](=[O:26])[CH2:19][C:20]2[CH:25]=[CH:24][CH:23]=[CH:22][CH:21]=2)[CH2:14][CH2:13][CH2:12][C:11]1=[O:27]. The yield is 0.850. (5) The reactants are N(C(OC(C)C)=O)=NC(OC(C)C)=O.[C:15]([O:19][C:20]([N:22]1[CH2:26][C@H:25](O)[CH2:24][C@H:23]1[C:28]([OH:30])=[O:29])=[O:21])([CH3:18])([CH3:17])[CH3:16].C1(P(C2C=CC=CC=2)C2C=CC=CC=2)C=CC=CC=1. The catalyst is C1COCC1. The product is [C:15]([O:19][C:20]([N:22]1[CH2:26][C@@H:25]2[CH2:24][C@H:23]1[C:28](=[O:29])[O:30]2)=[O:21])([CH3:16])([CH3:17])[CH3:18]. The yield is 0.670. (6) The reactants are [OH:1][C:2]1[CH:10]=[CH:9][C:8]([C:11]2[N:12]([C:27]([O:29][C:30]([CH3:33])([CH3:32])[CH3:31])=[O:28])[C:13]3[C:18]([CH:19]=2)=[CH:17][C:16]([CH2:20][N:21]2[CH2:26][CH2:25][CH2:24][CH2:23][CH2:22]2)=[CH:15][CH:14]=3)=[C:7]2[C:3]=1[CH2:4][NH:5][C:6]2=[O:34].C(N(CC)CC)C.[F:42][C:43]([F:55])([F:54])[C:44]1[CH:49]=[CH:48][C:47]([S:50](Cl)(=[O:52])=[O:51])=[CH:46][CH:45]=1. The catalyst is C(#N)C. The product is [F:55][C:43]([F:42])([F:54])[C:44]1[CH:45]=[CH:46][C:47]([S:50]([O:1][C:2]2[CH:10]=[CH:9][C:8]([C:11]3[N:12]([C:27]([O:29][C:30]([CH3:31])([CH3:33])[CH3:32])=[O:28])[C:13]4[C:18]([CH:19]=3)=[CH:17][C:16]([CH2:20][N:21]3[CH2:26][CH2:25][CH2:24][CH2:23][CH2:22]3)=[CH:15][CH:14]=4)=[C:7]3[C:3]=2[CH2:4][NH:5][C:6]3=[O:34])(=[O:52])=[O:51])=[CH:48][CH:49]=1. The yield is 0.270. (7) The reactants are O.NN.O[N:5]1C2C=CC=CC=2N=[N:6]1.Cl.C(N=C=NCCCN(C)C)C.[C:26]([NH:36][C@H:37]1[CH2:42][CH2:41][C@H:40]([C:43]([OH:45])=O)[CH2:39][CH2:38]1)([O:28][CH2:29][C:30]1[CH:35]=[CH:34][CH:33]=[CH:32][CH:31]=1)=[O:27]. The catalyst is O.CN(C)C=O. The product is [CH2:29]([O:28][C:26](=[O:27])[NH:36][C@H:37]1[CH2:42][CH2:41][C@H:40]([C:43]([NH:5][NH2:6])=[O:45])[CH2:39][CH2:38]1)[C:30]1[CH:35]=[CH:34][CH:33]=[CH:32][CH:31]=1. The yield is 0.860.